From a dataset of Forward reaction prediction with 1.9M reactions from USPTO patents (1976-2016). Predict the product of the given reaction. (1) Given the reactants C[O:2][C:3]([C:5]1[S:6][C:7]([CH2:10][CH2:11][CH2:12][C:13]2[NH:23][C:16]3[N:17]=[C:18]([NH2:22])[NH:19][C:20](=[O:21])[C:15]=3[CH:14]=2)=[CH:8][CH:9]=1)=[O:4].[OH-].[Na+].CO.C(Cl)(Cl)Cl, predict the reaction product. The product is: [NH2:22][C:18]1[NH:19][C:20](=[O:21])[C:15]2[CH:14]=[C:13]([CH2:12][CH2:11][CH2:10][C:7]3[S:6][C:5]([C:3]([OH:4])=[O:2])=[CH:9][CH:8]=3)[NH:23][C:16]=2[N:17]=1. (2) Given the reactants Cl.[N:2]1([S:8]([N:11]2[CH2:16][CH2:15][O:14][CH2:13][CH2:12]2)(=[O:10])=[O:9])[CH2:7][CH2:6][NH:5][CH2:4][CH2:3]1.C(N(C(C)C)CC)(C)C.[Cl:26][C:27]1[CH:32]=[CH:31][C:30]([CH:33]2[CH:37]([C:38]3[CH:43]=[CH:42][C:41]([Cl:44])=[CH:40][CH:39]=3)[N:36]([C:45](Cl)=[O:46])[C:35]([C:48]3[CH:53]=[CH:52][C:51]([C:54]([F:57])([F:56])[F:55])=[CH:50][C:49]=3[O:58][CH2:59][CH3:60])=[N:34]2)=[CH:29][CH:28]=1, predict the reaction product. The product is: [Cl:26][C:27]1[CH:32]=[CH:31][C:30]([CH:33]2[CH:37]([C:38]3[CH:39]=[CH:40][C:41]([Cl:44])=[CH:42][CH:43]=3)[N:36]([C:45]([N:5]3[CH2:4][CH2:3][N:2]([S:8]([N:11]4[CH2:12][CH2:13][O:14][CH2:15][CH2:16]4)(=[O:10])=[O:9])[CH2:7][CH2:6]3)=[O:46])[C:35]([C:48]3[CH:53]=[CH:52][C:51]([C:54]([F:55])([F:56])[F:57])=[CH:50][C:49]=3[O:58][CH2:59][CH3:60])=[N:34]2)=[CH:29][CH:28]=1. (3) Given the reactants [Na].[C:2]([C:4]1[CH:5]=[C:6]2[C:11](=[CH:12][C:13]=1[OH:14])[N:10]=[CH:9][CH:8]=[C:7]2[O:15][C:16]1[CH:21]=[CH:20][C:19]([NH:22][C:23]([NH:25][C:26]2[CH:31]=[CH:30][C:29]([F:32])=[CH:28][CH:27]=2)=[O:24])=[C:18]([F:33])[CH:17]=1)#[N:3].C(=O)([O-])[O-].[K+].[K+].Cl[CH2:41][CH2:42][CH2:43][N:44]([CH2:47][CH3:48])[CH2:45][CH3:46].O, predict the reaction product. The product is: [C:2]([C:4]1[CH:5]=[C:6]2[C:11](=[CH:12][C:13]=1[O:14][CH2:41][CH2:42][CH2:43][N:44]([CH2:47][CH3:48])[CH2:45][CH3:46])[N:10]=[CH:9][CH:8]=[C:7]2[O:15][C:16]1[CH:21]=[CH:20][C:19]([NH:22][C:23]([NH:25][C:26]2[CH:31]=[CH:30][C:29]([F:32])=[CH:28][CH:27]=2)=[O:24])=[C:18]([F:33])[CH:17]=1)#[N:3]. (4) Given the reactants [Cl:1][C:2]1[CH:26]=[CH:25][C:24]([Cl:27])=[CH:23][C:3]=1[O:4][C:5]1[CH:10]=[CH:9][N:8]=[CH:7][C:6]=1[C:11](N1C2C(=CC=CC=2)CCC1)=[O:12].[NH:28]1[C:37]2[C:32](=[CH:33][CH:34]=[CH:35][C:36]=2[NH2:38])[CH2:31][CH2:30][CH2:29]1, predict the reaction product. The product is: [Cl:1][C:2]1[CH:26]=[CH:25][C:24]([Cl:27])=[CH:23][C:3]=1[O:4][C:5]1[C:6]([C:11]([NH:38][C:36]2[CH:35]=[CH:34][CH:33]=[C:32]3[C:37]=2[NH:28][CH2:29][CH2:30][CH2:31]3)=[O:12])=[CH:7][N:8]=[CH:9][CH:10]=1. (5) Given the reactants C(OC([N:8]1[CH2:21][CH:20]2[CH2:22][CH:10]([C:11]3[CH:12]=[C:13]4[C:17](=[CH:18][C:19]=32)[N:16]=[C:15]([CH3:23])[N:14]4[CH2:24][CH2:25][CH3:26])[CH2:9]1)=O)(C)(C)C.[ClH:27].CCOC(C)=O, predict the reaction product. The product is: [ClH:27].[CH3:23][C:15]1[N:14]([CH2:24][CH2:25][CH3:26])[C:13]2[C:17](=[CH:18][C:19]3[CH:20]4[CH2:22][CH:10]([C:11]=3[CH:12]=2)[CH2:9][NH:8][CH2:21]4)[N:16]=1. (6) Given the reactants [OH:1][C:2]1[CH:17]=[CH:16][C:5]2[C:6]([C:9]3[CH:14]=[CH:13][C:12]([F:15])=[CH:11][CH:10]=3)=[CH:7][O:8][C:4]=2[CH:3]=1.[CH2:18](OS(C1C=CC(C)=CC=1)(=O)=O)[CH2:19][C:20]#[CH:21], predict the reaction product. The product is: [CH2:21]([O:1][C:2]1[CH:17]=[CH:16][C:5]2[C:6]([C:9]3[CH:10]=[CH:11][C:12]([F:15])=[CH:13][CH:14]=3)=[CH:7][O:8][C:4]=2[CH:3]=1)[CH2:20][C:19]#[CH:18].